From a dataset of Catalyst prediction with 721,799 reactions and 888 catalyst types from USPTO. Predict which catalyst facilitates the given reaction. (1) Reactant: Cl.[C:2]([O:10][CH2:11][CH2:12][CH2:13][CH2:14][CH2:15][CH2:16][CH2:17][CH2:18][CH2:19][CH2:20][CH2:21][CH2:22][CH2:23][CH2:24][CH2:25][CH2:26][CH2:27][CH2:28][CH2:29][CH2:30][CH2:31][CH2:32][CH2:33][CH2:34][CH2:35][CH2:36][CH2:37][CH3:38])(=[O:9])[C:3]1[CH:8]=[CH:7][CH:6]=[N:5][CH:4]=1.C([O-])(O)=O.[Na+]. Product: [C:2]([O:10][CH2:11][CH2:12][CH2:13][CH2:14][CH2:15][CH2:16][CH2:17][CH2:18][CH2:19][CH2:20][CH2:21][CH2:22][CH2:23][CH2:24][CH2:25][CH2:26][CH2:27][CH2:28][CH2:29][CH2:30][CH2:31][CH2:32][CH2:33][CH2:34][CH2:35][CH2:36][CH2:37][CH3:38])(=[O:9])[C:3]1[CH:8]=[CH:7][CH:6]=[N:5][CH:4]=1. The catalyst class is: 22. (2) Reactant: [N+:1]([C:4]1[C:9]([CH:10]=[O:11])=[C:8]([O:12][CH3:13])[C:7]([O:14][CH3:15])=[C:6]([O:16][CH3:17])[CH:5]=1)([O-])=O. Product: [NH2:1][C:4]1[C:9]([CH:10]=[O:11])=[C:8]([O:12][CH3:13])[C:7]([O:14][CH3:15])=[C:6]([O:16][CH3:17])[CH:5]=1. The catalyst class is: 403. (3) Reactant: [Br:1][C:2]1[CH:7]=[C:6]([O:8][CH3:9])[CH:5]=[CH:4][C:3]=1[OH:10].Br[CH2:12][CH2:13][CH2:14][CH3:15].C(=O)([O-])[O-].[Cs+].[Cs+]. Product: [Br:1][C:2]1[CH:7]=[C:6]([O:8][CH3:9])[CH:5]=[CH:4][C:3]=1[O:10][CH2:12][CH2:13][CH2:14][CH3:15]. The catalyst class is: 31.